This data is from Forward reaction prediction with 1.9M reactions from USPTO patents (1976-2016). The task is: Predict the product of the given reaction. Given the reactants C(OC([N:8]1[CH2:13][CH2:12][CH:11]([CH2:14][S:15]([CH3:18])(=[O:17])=[O:16])[CH2:10][CH2:9]1)=O)(C)(C)C.[ClH:19], predict the reaction product. The product is: [ClH:19].[CH3:18][S:15]([CH2:14][CH:11]1[CH2:10][CH2:9][NH:8][CH2:13][CH2:12]1)(=[O:17])=[O:16].